From a dataset of NCI-60 drug combinations with 297,098 pairs across 59 cell lines. Regression. Given two drug SMILES strings and cell line genomic features, predict the synergy score measuring deviation from expected non-interaction effect. Drug 1: CCC1=C2CN3C(=CC4=C(C3=O)COC(=O)C4(CC)O)C2=NC5=C1C=C(C=C5)O. Drug 2: C1CC(=O)NC(=O)C1N2C(=O)C3=CC=CC=C3C2=O. Cell line: BT-549. Synergy scores: CSS=26.3, Synergy_ZIP=-8.23, Synergy_Bliss=-4.67, Synergy_Loewe=-85.5, Synergy_HSA=-2.74.